This data is from Catalyst prediction with 721,799 reactions and 888 catalyst types from USPTO. The task is: Predict which catalyst facilitates the given reaction. (1) Reactant: C(O[C:4]([C:6]1[C:7]2[CH2:16][CH2:15][CH2:14][CH2:13][CH2:12][C:8]=2[S:9][C:10]=1[NH2:11])=[O:5])C.[C:17]([CH2:19][C:20]([O:22][CH2:23][CH3:24])=[O:21])#[N:18].Cl. Product: [CH2:23]([O:22][C:20](=[O:21])[CH2:19][C:17]1[N:18]=[C:4]([OH:5])[C:6]2[C:7]3[CH2:16][CH2:15][CH2:14][CH2:13][CH2:12][C:8]=3[S:9][C:10]=2[N:11]=1)[CH3:24]. The catalyst class is: 12. (2) Reactant: [CH3:1][O:2][C:3]1[CH:8]=[CH:7][CH:6]=[CH:5][C:4]=1[C:9]1[C:17]2[C:12](=[N:13][CH:14]=[C:15]([C:18]3[CH:19]=[C:20]([C:24](=[O:28])[C:25]([OH:27])=O)[CH:21]=[CH:22][CH:23]=3)[CH:16]=2)[N:11]([CH2:29][O:30][CH2:31][CH2:32][Si:33]([CH3:36])([CH3:35])[CH3:34])[N:10]=1.[CH3:37][NH:38][CH3:39].C(N(C(C)C)CC)(C)C.F[P-](F)(F)(F)(F)F.N1(OC(N(C)C)=[N+](C)C)C2N=CC=CC=2N=N1. Product: [CH3:1][O:2][C:3]1[CH:8]=[CH:7][CH:6]=[CH:5][C:4]=1[C:9]1[C:17]2[C:12](=[N:13][CH:14]=[C:15]([C:18]3[CH:19]=[C:20]([C:24](=[O:28])[C:25]([N:38]([CH3:39])[CH3:37])=[O:27])[CH:21]=[CH:22][CH:23]=3)[CH:16]=2)[N:11]([CH2:29][O:30][CH2:31][CH2:32][Si:33]([CH3:34])([CH3:35])[CH3:36])[N:10]=1. The catalyst class is: 1. (3) Reactant: NC1[S:3][C:4]2[CH:10]=[C:9]([S:11]([NH2:14])(=[O:13])=[O:12])[CH:8]=[CH:7][C:5]=2[N:6]=1.[OH-].[Na+].Cl. Product: [NH2:6][C:5]1[CH:7]=[CH:8][C:9]([S:11]([NH2:14])(=[O:12])=[O:13])=[CH:10][C:4]=1[SH:3]. The catalyst class is: 6. (4) Reactant: [C:1]([C:3]1([C:10]2[CH:15]=[CH:14][C:13]([O:16][CH3:17])=[C:12]([O:18][CH:19]3[CH2:23][CH2:22][CH2:21][CH2:20]3)[CH:11]=2)[CH2:8][CH2:7][C:6](=[O:9])[CH2:5][CH2:4]1)#[N:2].[CH3:24][O:25][C:26](=[O:30])[CH:27](Cl)[Cl:28].CC(C)([O-])C.[K+].Cl. Product: [Cl:28][C:27]1([C:26]([O:25][CH3:24])=[O:30])[C:6]2([CH2:7][CH2:8][C:3]([C:1]#[N:2])([C:10]3[CH:15]=[CH:14][C:13]([O:16][CH3:17])=[C:12]([O:18][CH:19]4[CH2:23][CH2:22][CH2:21][CH2:20]4)[CH:11]=3)[CH2:4][CH2:5]2)[O:9]1. The catalyst class is: 54. (5) The catalyst class is: 29. Reactant: [CH3:1][C:2]1[CH:6]=[C:5]([CH3:7])[N:4]([C:8]2[CH:13]=[CH:12][C:11]([N+:14]([O-])=O)=[CH:10][C:9]=2[OH:17])[N:3]=1. Product: [NH2:14][C:11]1[CH:12]=[CH:13][C:8]([N:4]2[C:5]([CH3:7])=[CH:6][C:2]([CH3:1])=[N:3]2)=[C:9]([OH:17])[CH:10]=1. (6) Reactant: [F:1][C:2]1[CH:33]=[CH:32][C:31]([C:34]([NH:36][C:37]2[CH:42]=[C:41]([CH3:43])[CH:40]=[CH:39][C:38]=2[F:44])=[O:35])=[CH:30][C:3]=1[O:4][C:5]1[CH:10]=[CH:9][N:8]=[C:7]([C:11]2[NH:15][CH:14]=[C:13]([C:16]([NH:18][CH2:19][CH2:20][CH2:21][NH:22]C(=O)OC(C)(C)C)=[O:17])[CH:12]=2)[CH:6]=1.FC(F)(F)C(O)=O. Product: [NH2:22][CH2:21][CH2:20][CH2:19][NH:18][C:16]([C:13]1[CH:12]=[C:11]([C:7]2[CH:6]=[C:5]([O:4][C:3]3[CH:30]=[C:31]([C:34]([NH:36][C:37]4[CH:42]=[C:41]([CH3:43])[CH:40]=[CH:39][C:38]=4[F:44])=[O:35])[CH:32]=[CH:33][C:2]=3[F:1])[CH:10]=[CH:9][N:8]=2)[NH:15][CH:14]=1)=[O:17]. The catalyst class is: 2. (7) Reactant: [C:1]([O:5][C:6](=[O:16])[NH:7][CH2:8][CH2:9][NH:10][C:11]([C:14]#[N:15])([CH3:13])[CH3:12])([CH3:4])([CH3:3])[CH3:2].[H-].[H-].[H-].[H-].[Li+].[Al+3].C[CH2:24][O:25]CC.CCN(C(C)C)C(C)C.ClC(OC1C=CC([N+]([O-])=O)=CC=1)=O. Product: [C:1]([O:5][C:6](=[O:16])[NH:7][CH2:8][CH2:9][N:10]1[C:11]([CH3:13])([CH3:12])[CH2:14][NH:15][C:24]1=[O:25])([CH3:4])([CH3:2])[CH3:3]. The catalyst class is: 76. (8) Reactant: [C:1]([C:5]1[CH:9]=[C:8]([NH:10][C:11]([C@@H:13]2[CH2:17][CH2:16][CH2:15][NH:14]2)=[O:12])[O:7][N:6]=1)([CH3:4])([CH3:3])[CH3:2].Cl.Br[CH2:20][CH:21]1[CH2:26][CH2:25][CH2:24][CH2:23][CH2:22]1.[I-].[K+].C(=O)([O-])[O-].[K+].[K+]. Product: [C:1]([C:5]1[CH:9]=[C:8]([NH:10][C:11]([C@@H:13]2[CH2:17][CH2:16][CH2:15][N:14]2[CH2:20][CH:21]2[CH2:26][CH2:25][CH2:24][CH2:23][CH2:22]2)=[O:12])[O:7][N:6]=1)([CH3:4])([CH3:2])[CH3:3]. The catalyst class is: 35.